Dataset: Full USPTO retrosynthesis dataset with 1.9M reactions from patents (1976-2016). Task: Predict the reactants needed to synthesize the given product. (1) Given the product [CH3:1][NH:2][C:3]([N:5]1[C:13]2[C:8](=[CH:9][C:10]([O:14][C:15]3[CH:20]=[CH:19][N:18]=[C:17]([NH:21][C:31]([N:48]4[CH2:49][CH2:50][CH:45]([N:40]5[CH2:44][CH2:43][CH2:42][CH2:41]5)[CH2:46][CH2:47]4)=[O:32])[CH:16]=3)=[CH:11][CH:12]=2)[CH:7]=[CH:6]1)=[O:4], predict the reactants needed to synthesize it. The reactants are: [CH3:1][NH:2][C:3]([N:5]1[C:13]2[C:8](=[CH:9][C:10]([O:14][C:15]3[CH:20]=[CH:19][N:18]=[C:17]([N:21]([C:31](OC4C=CC=CC=4)=[O:32])C(=O)OC4C=CC=CC=4)[CH:16]=3)=[CH:11][CH:12]=2)[CH:7]=[CH:6]1)=[O:4].[N:40]1([CH:45]2[CH2:50][CH2:49][NH:48][CH2:47][CH2:46]2)[CH2:44][CH2:43][CH2:42][CH2:41]1. (2) The reactants are: [CH:1]1([NH:5][C:6]([C@@H:8]2[CH2:12][CH2:11][CH2:10][N:9]2[C:13](=[O:30])[CH2:14][O:15][C:16]2[N:20]([C:21]3[CH:26]=[CH:25][CH:24]=[CH:23][CH:22]=3)[N:19]=[C:18]([C:27](O)=[O:28])[CH:17]=2)=[O:7])[CH2:4][CH2:3][CH2:2]1.C1C=CC2N(O)N=NC=2C=1.CCN(C(C)C)C(C)C.[NH2:50][C@H:51]([C:53]([O:55][C:56]([CH3:59])([CH3:58])[CH3:57])=[O:54])[CH3:52].Cl. Given the product [C:56]([O:55][C:53](=[O:54])[C@@H:51]([NH:50][C:27]([C:18]1[CH:17]=[C:16]([O:15][CH2:14][C:13]([N:9]2[CH2:10][CH2:11][CH2:12][C@H:8]2[C:6](=[O:7])[NH:5][CH:1]2[CH2:4][CH2:3][CH2:2]2)=[O:30])[N:20]([C:21]2[CH:22]=[CH:23][CH:24]=[CH:25][CH:26]=2)[N:19]=1)=[O:28])[CH3:52])([CH3:59])([CH3:58])[CH3:57], predict the reactants needed to synthesize it. (3) The reactants are: [Br:1][C:2]1[CH:13]=[CH:12][C:5]2[O:6][C:7]([CH3:11])([CH3:10])[CH2:8][NH:9][C:4]=2[CH:3]=1.N1C=CC=CC=1.[F:20][C:21]1[CH:26]=[CH:25][C:24]([S:27](Cl)(=[O:29])=[O:28])=[CH:23][CH:22]=1. Given the product [Br:1][C:2]1[CH:13]=[CH:12][C:5]2[O:6][C:7]([CH3:10])([CH3:11])[CH2:8][N:9]([S:27]([C:24]3[CH:25]=[CH:26][C:21]([F:20])=[CH:22][CH:23]=3)(=[O:29])=[O:28])[C:4]=2[CH:3]=1, predict the reactants needed to synthesize it. (4) Given the product [NH2:14][C@@:13]([C:11]1[S:12][C:8]([C:5]2[CH:6]=[CH:7][C:2]([O:1][CH2:6][CH2:7][CH2:2][CH2:3][CH2:4][CH2:5][CH2:8][CH2:32][CH3:33])=[C:3]([C:28]([F:31])([F:30])[F:29])[CH:4]=2)=[N:9][N:10]=1)([CH3:27])[CH2:17][OH:16], predict the reactants needed to synthesize it. The reactants are: [OH:1][C:2]1[CH:7]=[CH:6][C:5]([C:8]2[S:12][C:11]([C@@:13]3([CH3:27])[CH2:17][O:16]C(C)(C)[N:14]3C(OC(C)(C)C)=O)=[N:10][N:9]=2)=[CH:4][C:3]=1[C:28]([F:31])([F:30])[F:29].[C:32](#N)[CH3:33].O. (5) Given the product [CH3:1][O:2][CH2:3][C:4]1[C:5]([C:15]2[CH:20]=[CH:19][CH:18]=[CH:17][CH:16]=2)=[C:6]([O:14][C:22]2[CH:29]=[CH:28][C:25]([CH:26]=[O:27])=[CH:24][CH:23]=2)[C:7]2[C:12]([CH:13]=1)=[CH:11][CH:10]=[CH:9][CH:8]=2, predict the reactants needed to synthesize it. The reactants are: [CH3:1][O:2][CH2:3][C:4]1[C:5]([C:15]2[CH:20]=[CH:19][CH:18]=[CH:17][CH:16]=2)=[C:6]([OH:14])[C:7]2[C:12]([CH:13]=1)=[CH:11][CH:10]=[CH:9][CH:8]=2.F[C:22]1[CH:29]=[CH:28][C:25]([CH:26]=[O:27])=[CH:24][CH:23]=1.C([O-])([O-])=O.[Cs+].[Cs+].